This data is from hERG potassium channel inhibition data for cardiac toxicity prediction from Karim et al.. The task is: Regression/Classification. Given a drug SMILES string, predict its toxicity properties. Task type varies by dataset: regression for continuous values (e.g., LD50, hERG inhibition percentage) or binary classification for toxic/non-toxic outcomes (e.g., AMES mutagenicity, cardiotoxicity, hepatotoxicity). Dataset: herg_karim. (1) The drug is CNC[C@@H](O)CCN1c2ccccc2N(c2ccccc2F)S1(=O)=O. The result is 0 (non-blocker). (2) The drug is CCCCc1oc2ccccc2c1C(=O)c1cc(I)c(OCC[N+](CC)CC)c(I)c1. The result is 1 (blocker). (3) The result is 1 (blocker). The molecule is COc1ccc(Cn2c([C@H]3CNCCS3)nc3ccccc32)cc1. (4) The drug is CCOC1CN(C2CCC(O)(c3ccc4c(c3)OCO4)CC2)CC1NC(=O)CNC(=O)c1cccc(C(F)(F)F)c1. The result is 0 (non-blocker). (5) The molecule is C[C@H]([C@@H](O)c1ccc2c(c1)CCC(=O)N2)N1CCC(O)(c2cccc(COc3ccccc3)c2)CC1. The result is 1 (blocker). (6) The molecule is CS(=O)(=O)c1ccc(-c2cnc(N)c(-c3ccc(C(F)(F)F)nc3)n2)cc1. The result is 1 (blocker). (7) The compound is Cc1ccc2c(n1)[C@H]([C@@H](C)C(=O)Nc1ccc(Cl)c(-c3ccccn3)c1)CC[C@H]2C. The result is 0 (non-blocker). (8) The drug is CC(C)(c1ccccc1)N1C2CCC1CC(Oc1cccc(C(N)=O)c1)C2. The result is 1 (blocker). (9) The drug is CC(C)NC(=O)NS(=O)(=O)c1ccc(OCCCCN2CCCC2)cc1. The result is 0 (non-blocker).